Dataset: Full USPTO retrosynthesis dataset with 1.9M reactions from patents (1976-2016). Task: Predict the reactants needed to synthesize the given product. (1) Given the product [CH3:9][C:8]1[C:3]([OH:2])=[N:4][C:5]([CH3:13])=[C:6]([N+:10]([O-:12])=[O:11])[CH:7]=1, predict the reactants needed to synthesize it. The reactants are: C[O:2][C:3]1[C:8]([CH3:9])=[CH:7][C:6]([N+:10]([O-:12])=[O:11])=[C:5]([CH3:13])[N:4]=1. (2) Given the product [F:1][C:2]1[CH:7]=[C:6]([I:8])[CH:5]=[CH:4][C:3]=1[NH:9][C:10]1[CH:11]=[N:12][CH:13]=[CH:14][C:15]=1[C:16]1[N:17]=[N:18][NH:19][CH:20]=1, predict the reactants needed to synthesize it. The reactants are: [F:1][C:2]1[CH:7]=[C:6]([I:8])[CH:5]=[CH:4][C:3]=1[NH:9][C:10]1[CH:11]=[N:12][CH:13]=[CH:14][C:15]=1[C:16]1[N:17]=[N:18][NH:19][C:20]=1[Si](C)(C)C.[OH-].[Na+].